This data is from Reaction yield outcomes from USPTO patents with 853,638 reactions. The task is: Predict the reaction yield, written as a fraction of the theoretical maximum amount of product (1.0 means a 100% yield; for example, 0.34 means a 34% yield). (1) The reactants are [Br:1][C:2]1[CH:10]=[C:9]2[C:5]([CH2:6][CH2:7][C:8]2([CH3:12])[CH3:11])=[CH:4][C:3]=1[O:13]C.B(Br)(Br)Br. The catalyst is C(Cl)Cl. The product is [Br:1][C:2]1[CH:10]=[C:9]2[C:5]([CH2:6][CH2:7][C:8]2([CH3:11])[CH3:12])=[CH:4][C:3]=1[OH:13]. The yield is 0.900. (2) The catalyst is CN(C=O)C.C(OC(=O)C)C. The reactants are [CH3:1][C:2]1[O:6][N:5]=[C:4]([C:7]2[CH:12]=[CH:11][CH:10]=[CH:9][CH:8]=2)[C:3]=1[CH2:13][O:14][C:15]1[CH:24]=[CH:23][C:18]([C:19]([NH:21][NH2:22])=O)=[CH:17][N:16]=1.Cl.[C:26](N)(=[NH:28])[CH3:27]. The product is [CH3:1][C:2]1[O:6][N:5]=[C:4]([C:7]2[CH:12]=[CH:11][CH:10]=[CH:9][CH:8]=2)[C:3]=1[CH2:13][O:14][C:15]1[CH:24]=[CH:23][C:18]([C:19]2[NH:28][C:26]([CH3:27])=[N:22][N:21]=2)=[CH:17][N:16]=1. The yield is 0.200. (3) The reactants are Cl[C:2]1[C:11]2[C:6](=[CH:7][CH:8]=[C:9]([N+:12]([O-:14])=[O:13])[CH:10]=2)[N:5]=[CH:4][C:3]=1[C:15]([O:17]CC)=O.[C:20]1([NH:26][NH2:27])[CH:25]=[CH:24][CH:23]=[CH:22][CH:21]=1. The catalyst is C(N(CC)CC)C. The product is [N+:12]([C:9]1[CH:8]=[CH:7][C:6]2[NH:5][CH:4]=[C:3]3[C:15](=[O:17])[N:26]([C:20]4[CH:25]=[CH:24][CH:23]=[CH:22][CH:21]=4)[N:27]=[C:2]3[C:11]=2[CH:10]=1)([O-:14])=[O:13]. The yield is 0.850. (4) The product is [ClH:28].[N:1]12[CH2:8][CH2:7][CH:4]([CH2:5][CH2:6]1)[C@H:3]([NH:9][C:10]([C:12]1[CH:13]=[CH:14][CH:15]=[C:16]3[O:20][C:19]([CH2:21][C:22]4[CH:27]=[CH:26][CH:25]=[CH:24][CH:23]=4)=[N:18][C:17]=13)=[O:11])[CH2:2]2. The yield is 0.780. The catalyst is CO.C(OCC)C. The reactants are [N:1]12[CH2:8][CH2:7][CH:4]([CH2:5][CH2:6]1)[C@H:3]([NH:9][C:10]([C:12]1[CH:13]=[CH:14][CH:15]=[C:16]3[O:20][C:19]([CH2:21][C:22]4[CH:27]=[CH:26][CH:25]=[CH:24][CH:23]=4)=[N:18][C:17]=13)=[O:11])[CH2:2]2.[ClH:28]. (5) The yield is 0.940. The catalyst is CN(C=O)C.O. The product is [CH2:1]([O:3][C:4]([C:6]1[N:14]([CH2:22][C:23]2[CH:28]=[CH:27][CH:26]=[CH:25][CH:24]=2)[C:13]2[C:8](=[N:9][C:10]([CH3:32])=[CH:11][CH:12]=2)[C:7]=1[C:15]1[CH:20]=[CH:19][CH:18]=[CH:17][C:16]=1[F:21])=[O:5])[CH3:2]. The reactants are [CH2:1]([O:3][C:4]([C:6]1[NH:14][C:13]2[C:8](=[N:9][CH:10]=[CH:11][CH:12]=2)[C:7]=1[C:15]1[CH:20]=[CH:19][CH:18]=[CH:17][C:16]=1[F:21])=[O:5])[CH3:2].[CH2:22](Br)[C:23]1[CH:28]=[CH:27][CH:26]=[CH:25][CH:24]=1.[H-].[Na+].[C:32](OCC)(=O)C. (6) The reactants are [CH3:1][C:2]1([CH3:40])[CH2:7][CH2:6][C:5]([C:8]2[CH:13]=[C:12]([CH:14]3[CH2:19][C:18](=[O:20])[NH:17][C:16](=[O:21])[CH2:15]3)[CH:11]=[CH:10][C:9]=2[NH:22][C:23]([C:25]2[N:26](COCC[Si](C)(C)C)[CH:27]=[C:28]([C:30]#[N:31])[N:29]=2)=[O:24])=[CH:4][CH2:3]1.CO.C(O)(C(F)(F)F)=O. The catalyst is C(Cl)Cl. The product is [CH3:1][C:2]1([CH3:40])[CH2:7][CH2:6][C:5]([C:8]2[CH:13]=[C:12]([CH:14]3[CH2:15][C:16](=[O:21])[NH:17][C:18](=[O:20])[CH2:19]3)[CH:11]=[CH:10][C:9]=2[NH:22][C:23]([C:25]2[NH:26][CH:27]=[C:28]([C:30]#[N:31])[N:29]=2)=[O:24])=[CH:4][CH2:3]1. The yield is 0.640. (7) The reactants are [NH2:1][C:2]1[CH:9]=[CH:8][CH:7]=[CH:6][C:3]=1[CH2:4]O.[BrH:10].[C:11]1([P:17]([C:24]2[CH:29]=[CH:28][CH:27]=[CH:26][CH:25]=2)[C:18]2[CH:23]=[CH:22][CH:21]=[CH:20][CH:19]=2)[CH:16]=[CH:15][CH:14]=[CH:13][CH:12]=1. The catalyst is C(#N)C. The product is [Br-:10].[C:24]1([P+:17]([C:11]2[CH:12]=[CH:13][CH:14]=[CH:15][CH:16]=2)([C:18]2[CH:23]=[CH:22][CH:21]=[CH:20][CH:19]=2)[CH2:4][C:3]2[CH:6]=[CH:7][CH:8]=[CH:9][C:2]=2[NH2:1])[CH:25]=[CH:26][CH:27]=[CH:28][CH:29]=1. The yield is 0.880. (8) The reactants are P(Cl)(Cl)(Cl)=O.[CH3:6][C:7]1[CH:8]=[C:9]([N:14]2[C:18](=[O:19])[CH:17]=[C:16]([CH3:20])[NH:15]2)[CH:10]=[CH:11][C:12]=1[CH3:13].O.CN(C)[CH:24]=[O:25]. No catalyst specified. The product is [CH3:6][C:7]1[CH:8]=[C:9]([N:14]2[C:18](=[O:19])[C:17]([CH:24]=[O:25])=[C:16]([CH3:20])[NH:15]2)[CH:10]=[CH:11][C:12]=1[CH3:13]. The yield is 0.790.